This data is from Reaction yield outcomes from USPTO patents with 853,638 reactions. The task is: Predict the reaction yield, written as a fraction of the theoretical maximum amount of product (1.0 means a 100% yield; for example, 0.34 means a 34% yield). (1) The reactants are [NH:1]1[CH2:6][CH2:5][CH2:4][CH:3]([CH2:7][OH:8])[CH2:2]1.[OH-].[Na+].[CH3:11][CH:12]([CH3:17])[CH2:13][C:14](Cl)=[O:15]. The catalyst is O.C1COCC1.CCOCC. The product is [OH:8][CH2:7][CH:3]1[CH2:4][CH2:5][CH2:6][N:1]([C:14](=[O:15])[CH2:13][CH:12]([CH3:17])[CH3:11])[CH2:2]1. The yield is 0.940. (2) The reactants are Cl[C:2]1[N:7]2[N:8]=[C:9]([CH3:11])[CH:10]=[C:6]2[N:5]=[C:4]([NH:12][C:13](=[O:24])[C:14]2[CH:19]=[CH:18][C:17]([C:20]([OH:23])([CH3:22])[CH3:21])=[CH:16][CH:15]=2)[CH:3]=1.Cl.[NH:26]1[CH2:31][CH2:30][CH:29]([NH:32][C:33]([NH2:35])=[O:34])[CH2:28][CH2:27]1.C(N(CC)C(C)C)(C)C. The catalyst is CN(C=O)C.CS(C)=O.CO. The product is [OH:23][C:20]([C:17]1[CH:18]=[CH:19][C:14]([C:13]([NH:12][C:4]2[CH:3]=[C:2]([N:26]3[CH2:31][CH2:30][CH:29]([NH:32][C:33]([NH2:35])=[O:34])[CH2:28][CH2:27]3)[N:7]3[N:8]=[C:9]([CH3:11])[CH:10]=[C:6]3[N:5]=2)=[O:24])=[CH:15][CH:16]=1)([CH3:22])[CH3:21]. The yield is 0.450. (3) The reactants are [CH2:1]([O:3][C:4]([C:6]1[N:7]=[C:8]2[N:14]([C:15](=[O:18])[C:16]=1[OH:17])[CH2:13][CH:12]1[CH2:19][CH2:20][C:9]2([O:21][CH2:22][CH2:23][OH:24])[CH2:10][CH2:11]1)=[O:5])[CH3:2].C([O-])([O-])=O.[K+].[K+].Br[CH2:32][C:33]1[CH:38]=[CH:37][CH:36]=[CH:35][CH:34]=1. The catalyst is CN(C=O)C. The product is [CH2:1]([O:3][C:4]([C:6]1[N:7]=[C:8]2[N:14]([C:15](=[O:18])[C:16]=1[O:17][CH2:32][C:33]1[CH:38]=[CH:37][CH:36]=[CH:35][CH:34]=1)[CH2:13][CH:12]1[CH2:19][CH2:20][C:9]2([O:21][CH2:22][CH2:23][OH:24])[CH2:10][CH2:11]1)=[O:5])[CH3:2]. The yield is 0.550.